From a dataset of Reaction yield outcomes from USPTO patents with 853,638 reactions. Predict the reaction yield, written as a fraction of the theoretical maximum amount of product (1.0 means a 100% yield; for example, 0.34 means a 34% yield). The reactants are [NH:1]1[CH2:6][CH2:5][O:4][CH2:3][CH2:2]1.C(N(CC)CC)C.[I:14][C:15]1[CH:23]=[CH:22][C:18]([C:19](Cl)=[O:20])=[CH:17][CH:16]=1. The catalyst is ClCCl. The product is [I:14][C:15]1[CH:23]=[CH:22][C:18]([C:19]([N:1]2[CH2:6][CH2:5][O:4][CH2:3][CH2:2]2)=[O:20])=[CH:17][CH:16]=1. The yield is 1.00.